This data is from Forward reaction prediction with 1.9M reactions from USPTO patents (1976-2016). The task is: Predict the product of the given reaction. (1) Given the reactants CN(C=O)C.[CH3:6][C:7]1([CH3:33])[C:19]2[O:18][C:17]3[CH:20]=[CH:21][CH:22]=[CH:23][C:16]=3[C:15]=2[C:14](=[O:24])[C:13]2[C:8]1=[CH:9][C:10](OS(C(F)(F)F)(=O)=O)=[CH:11][CH:12]=2.[CH3:34][C:35]1([CH3:42])[O:39][CH:38]([CH:40]=[CH2:41])[CH2:37][O:36]1.C([O-])(O)=O.[Na+], predict the reaction product. The product is: [CH3:34][C:35]1([CH3:42])[O:39][CH:38](/[CH:40]=[CH:41]/[C:10]2[CH:9]=[C:8]3[C:13](=[CH:12][CH:11]=2)[C:14](=[O:24])[C:15]2[C:16]4[CH:23]=[CH:22][CH:21]=[CH:20][C:17]=4[O:18][C:19]=2[C:7]3([CH3:33])[CH3:6])[CH2:37][O:36]1. (2) Given the reactants C1(S([N:10]2[CH2:14][CH:13]([C:15]3[CH:16]=[C:17]([C:21]4[CH:26]=[CH:25][CH:24]=[C:23]([S:27]([CH3:30])(=[O:29])=[O:28])[CH:22]=4)[CH:18]=[CH:19][CH:20]=3)[N:12]([CH:31]([CH3:33])[CH3:32])[C:11]2=[O:34])(=O)=O)C=CC=CC=1.[Mg], predict the reaction product. The product is: [CH:31]([N:12]1[CH:13]([C:15]2[CH:16]=[C:17]([C:21]3[CH:26]=[CH:25][CH:24]=[C:23]([S:27]([CH3:30])(=[O:28])=[O:29])[CH:22]=3)[CH:18]=[CH:19][CH:20]=2)[CH2:14][NH:10][C:11]1=[O:34])([CH3:33])[CH3:32]. (3) Given the reactants C[O:2][C:3](=[O:37])[CH2:4][CH:5]([C:25]1[N:26]=[C:27]([N:30]2[CH2:35][CH2:34][CH:33]([OH:36])[CH2:32][CH2:31]2)[S:28][CH:29]=1)[N:6]1[CH2:12][CH2:11][CH2:10][N:9]([C:13]2[C:14]([O:23][CH3:24])=[CH:15][CH:16]=[C:17]3[C:22]=2[N:21]=[CH:20][CH:19]=[CH:18]3)[CH2:8][CH2:7]1.[OH-].[Na+].CO, predict the reaction product. The product is: [OH:36][CH:33]1[CH2:32][CH2:31][N:30]([C:27]2[S:28][CH:29]=[C:25]([CH:5]([N:6]3[CH2:12][CH2:11][CH2:10][N:9]([C:13]4[C:14]([O:23][CH3:24])=[CH:15][CH:16]=[C:17]5[C:22]=4[N:21]=[CH:20][CH:19]=[CH:18]5)[CH2:8][CH2:7]3)[CH2:4][C:3]([OH:37])=[O:2])[N:26]=2)[CH2:35][CH2:34]1. (4) Given the reactants [OH-].[Na+].[Br:3][C:4]1[CH:9]=[CH:8][C:7]([N:10]([C:15]2[C:35]([CH:36]3[CH2:38][CH2:37]3)=[CH:34][C:18]3[C:19]([C:29]([O:31]CC)=[O:30])=[C:20]([C:22]4[CH:27]=[CH:26][C:25]([Cl:28])=[CH:24][CH:23]=4)[O:21][C:17]=3[CH:16]=2)[S:11]([CH3:14])(=[O:13])=[O:12])=[CH:6][C:5]=1[Cl:39].CCOC(C)=O.Cl, predict the reaction product. The product is: [Br:3][C:4]1[CH:9]=[CH:8][C:7]([N:10]([C:15]2[C:35]([CH:36]3[CH2:37][CH2:38]3)=[CH:34][C:18]3[C:19]([C:29]([OH:31])=[O:30])=[C:20]([C:22]4[CH:23]=[CH:24][C:25]([Cl:28])=[CH:26][CH:27]=4)[O:21][C:17]=3[CH:16]=2)[S:11]([CH3:14])(=[O:12])=[O:13])=[CH:6][C:5]=1[Cl:39]. (5) Given the reactants C([O:3][C:4]([C:6]1[CH:7]=[N:8][N:9]([C:11]2[N:20](COCCOC)[C:19](=[O:27])[C:18]3[C:17]4[CH2:28][CH2:29][CH2:30][CH2:31][C:16]=4[CH:15]=[CH:14][C:13]=3[N:12]=2)[CH:10]=1)=[O:5])C.C(O)C, predict the reaction product. The product is: [O:27]=[C:19]1[C:18]2[C:17]3[CH2:28][CH2:29][CH2:30][CH2:31][C:16]=3[CH:15]=[CH:14][C:13]=2[N:12]=[C:11]([N:9]2[CH:10]=[C:6]([C:4]([OH:5])=[O:3])[CH:7]=[N:8]2)[NH:20]1.